Dataset: NCI-60 drug combinations with 297,098 pairs across 59 cell lines. Task: Regression. Given two drug SMILES strings and cell line genomic features, predict the synergy score measuring deviation from expected non-interaction effect. (1) Drug 1: CN(CC1=CN=C2C(=N1)C(=NC(=N2)N)N)C3=CC=C(C=C3)C(=O)NC(CCC(=O)O)C(=O)O. Drug 2: CC1C(C(CC(O1)OC2CC(CC3=C2C(=C4C(=C3O)C(=O)C5=C(C4=O)C(=CC=C5)OC)O)(C(=O)CO)O)N)O.Cl. Cell line: OVCAR3. Synergy scores: CSS=35.5, Synergy_ZIP=-8.04, Synergy_Bliss=-12.8, Synergy_Loewe=-9.41, Synergy_HSA=-7.74. (2) Drug 1: CS(=O)(=O)OCCCCOS(=O)(=O)C. Drug 2: CN(C(=O)NC(C=O)C(C(C(CO)O)O)O)N=O. Cell line: NCI/ADR-RES. Synergy scores: CSS=0.301, Synergy_ZIP=1.52, Synergy_Bliss=1.42, Synergy_Loewe=1.41, Synergy_HSA=-3.13. (3) Drug 1: C(=O)(N)NO. Drug 2: CC(C)NC(=O)C1=CC=C(C=C1)CNNC.Cl. Cell line: M14. Synergy scores: CSS=-0.468, Synergy_ZIP=2.42, Synergy_Bliss=4.29, Synergy_Loewe=1.40, Synergy_HSA=1.41. (4) Synergy scores: CSS=18.7, Synergy_ZIP=-16.7, Synergy_Bliss=-17.8, Synergy_Loewe=-12.9, Synergy_HSA=-12.6. Cell line: KM12. Drug 1: CC(CN1CC(=O)NC(=O)C1)N2CC(=O)NC(=O)C2. Drug 2: CCN(CC)CCNC(=O)C1=C(NC(=C1C)C=C2C3=C(C=CC(=C3)F)NC2=O)C. (5) Drug 1: CN1C(=O)N2C=NC(=C2N=N1)C(=O)N. Drug 2: CC1CCC2CC(C(=CC=CC=CC(CC(C(=O)C(C(C(=CC(C(=O)CC(OC(=O)C3CCCCN3C(=O)C(=O)C1(O2)O)C(C)CC4CCC(C(C4)OC)OCCO)C)C)O)OC)C)C)C)OC. Cell line: K-562. Synergy scores: CSS=4.73, Synergy_ZIP=-2.84, Synergy_Bliss=-3.39, Synergy_Loewe=-8.97, Synergy_HSA=-8.89. (6) Drug 1: C1C(C(OC1N2C=C(C(=O)NC2=O)F)CO)O. Drug 2: CN(C(=O)NC(C=O)C(C(C(CO)O)O)O)N=O. Cell line: K-562. Synergy scores: CSS=27.4, Synergy_ZIP=-9.05, Synergy_Bliss=-8.54, Synergy_Loewe=-3.58, Synergy_HSA=-2.58.